The task is: Predict which catalyst facilitates the given reaction.. This data is from Catalyst prediction with 721,799 reactions and 888 catalyst types from USPTO. (1) Reactant: CO[C:3](=[O:31])[N:4]=[C:5](SC)[C:6](=[N:20][C:21]1[CH:26]=[CH:25][C:24]([C:27]#[N:28])=[CH:23][CH:22]=1)[C:7]1[CH:16]=[C:15]([O:17][CH3:18])[C:10]2[O:11][CH2:12][CH2:13][O:14][C:9]=2[C:8]=1[F:19].[CH3:32][O:33][C:34]([C:36]1[S:37][CH:38]=[CH:39][C:40]=1[NH:41][NH2:42])=[O:35].C(N(CC)CC)C. Product: [CH3:32][O:33][C:34]([C:36]1[S:37][CH:38]=[CH:39][C:40]=1[N:41]1[C:3](=[O:31])[NH:4][C:5]([CH:6]([NH:20][C:21]2[CH:22]=[CH:23][C:24]([C:27]#[N:28])=[CH:25][CH:26]=2)[C:7]2[CH:16]=[C:15]([O:17][CH3:18])[C:10]3[O:11][CH2:12][CH2:13][O:14][C:9]=3[C:8]=2[F:19])=[N:42]1)=[O:35]. The catalyst class is: 3. (2) Reactant: Cl[C:2]([O:4][CH:5]([CH3:7])[CH3:6])=[O:3].[CH2:8]([N:10]([CH2:31][CH3:32])[C:11]1[CH:16]=[CH:15][C:14]([NH:17][C:18]([C:20]2([NH2:30])[CH2:29][CH2:28][C:27]3[C:22](=[CH:23][CH:24]=[CH:25][CH:26]=3)[CH2:21]2)=[O:19])=[CH:13][CH:12]=1)[CH3:9].C(N(CC)CC)C. Product: [CH:5]([O:4][C:2](=[O:3])[NH:30][C:20]1([C:18]([NH:17][C:14]2[CH:13]=[CH:12][C:11]([N:10]([CH2:31][CH3:32])[CH2:8][CH3:9])=[CH:16][CH:15]=2)=[O:19])[CH2:29][CH2:28][C:27]2[C:22](=[CH:23][CH:24]=[CH:25][CH:26]=2)[CH2:21]1)([CH3:7])[CH3:6]. The catalyst class is: 7.